From a dataset of CYP2D6 inhibition data for predicting drug metabolism from PubChem BioAssay. Regression/Classification. Given a drug SMILES string, predict its absorption, distribution, metabolism, or excretion properties. Task type varies by dataset: regression for continuous measurements (e.g., permeability, clearance, half-life) or binary classification for categorical outcomes (e.g., BBB penetration, CYP inhibition). Dataset: cyp2d6_veith. (1) The drug is O=S(=O)(O)C1CCNCC1. The result is 0 (non-inhibitor). (2) The drug is C/C(=N\OC(=O)NC(C)C)c1sc(-c2ccccc2)nc1C. The result is 0 (non-inhibitor). (3) The drug is O=C(CSc1nc2ccccc2o1)NC(=O)NCc1ccccc1. The result is 0 (non-inhibitor). (4) The molecule is CC(C)[C@@H](OCc1ccccc1)[C@H](C)/C=N\O[C@@H](C)c1cn([C@@H]2COC[C@@H]2O)nn1. The result is 0 (non-inhibitor).